Regression. Given a peptide amino acid sequence and an MHC pseudo amino acid sequence, predict their binding affinity value. This is MHC class II binding data. From a dataset of Peptide-MHC class II binding affinity with 134,281 pairs from IEDB. (1) The peptide sequence is LNKMRAVWVDGKART. The MHC is HLA-DPA10201-DPB10101 with pseudo-sequence HLA-DPA10201-DPB10101. The binding affinity (normalized) is 0.165. (2) The peptide sequence is RQHGSEEWEPLTKKG. The MHC is HLA-DQA10501-DQB10301 with pseudo-sequence HLA-DQA10501-DQB10301. The binding affinity (normalized) is 0.0398. (3) The MHC is DRB1_1001 with pseudo-sequence DRB1_1001. The binding affinity (normalized) is 0.749. The peptide sequence is AFKCAATAANAAPAN. (4) The peptide sequence is AFKVAATNANAAPAN. The MHC is HLA-DPA10103-DPB10301 with pseudo-sequence HLA-DPA10103-DPB10301. The binding affinity (normalized) is 0.441. (5) The peptide sequence is MFISDTPGERNPYEN. The MHC is DRB1_0701 with pseudo-sequence DRB1_0701. The binding affinity (normalized) is 0.206. (6) The peptide sequence is LSIKNNKVSRAMFVE. The MHC is DRB1_0101 with pseudo-sequence DRB1_0101. The binding affinity (normalized) is 0.846. (7) The peptide sequence is KVITALTERLYVGGPMHNSK. The MHC is DRB1_1501 with pseudo-sequence DRB1_1501. The binding affinity (normalized) is 0.430. (8) The peptide sequence is DQMWKCLIRLKPTLHGPTP. The MHC is DRB1_0701 with pseudo-sequence DRB1_0701. The binding affinity (normalized) is 0. (9) The peptide sequence is AAGAATTAAGAASGA. The MHC is HLA-DQA10301-DQB10302 with pseudo-sequence HLA-DQA10301-DQB10302. The binding affinity (normalized) is 0.363.